The task is: Predict which catalyst facilitates the given reaction.. This data is from Catalyst prediction with 721,799 reactions and 888 catalyst types from USPTO. (1) Reactant: [F:1][C:2]1[CH:10]=[C:9]2[C:5]([C:6]([C:11]3[CH:12]=[CH:13][C:14]([NH:17][CH2:18][CH2:19][CH2:20][NH2:21])=[N:15][CH:16]=3)=[CH:7][NH:8]2)=[CH:4][CH:3]=1.CCN(CC)CC.[CH3:29][S:30](Cl)(=[O:32])=[O:31]. Product: [F:1][C:2]1[CH:10]=[C:9]2[C:5]([C:6]([C:11]3[CH:12]=[CH:13][C:14]([NH:17][CH2:18][CH2:19][CH2:20][NH:21][S:30]([CH3:29])(=[O:32])=[O:31])=[N:15][CH:16]=3)=[CH:7][NH:8]2)=[CH:4][CH:3]=1. The catalyst class is: 2. (2) Reactant: [CH3:1][Si:2]([CH3:32])([CH3:31])[CH2:3][CH2:4][O:5][C:6](=[O:30])[C:7]1[CH:12]=[C:11]([O:13]CC2C=CC=CC=2)[CH:10]=[CH:9][C:8]=1[CH:21]=[CH:22][C:23]([O:25][C:26]([CH3:29])([CH3:28])[CH3:27])=[O:24].[H][H]. Product: [CH3:31][Si:2]([CH3:1])([CH3:32])[CH2:3][CH2:4][O:5][C:6](=[O:30])[C:7]1[CH:12]=[C:11]([OH:13])[CH:10]=[CH:9][C:8]=1[CH2:21][CH2:22][C:23]([O:25][C:26]([CH3:29])([CH3:27])[CH3:28])=[O:24]. The catalyst class is: 50. (3) Reactant: [CH3:1][O:2][C:3]1[CH:4]=[C:5]([NH:16][C:17]2[N:22]=[C:21]([C:23](=[O:25])[CH3:24])[CH:20]=[C:19]([CH2:26][O:27][CH2:28][C:29]([F:32])([F:31])[F:30])[N:18]=2)[CH:6]=[CH:7][C:8]=1[N:9]1[CH:13]=[C:12]([O:14][CH3:15])[N:11]=[CH:10]1.C(O)C. Product: [CH3:1][O:2][C:3]1[CH:4]=[C:5]([NH:16][C:17]2[N:22]=[C:21]([CH:23]([OH:25])[CH3:24])[CH:20]=[C:19]([CH2:26][O:27][CH2:28][C:29]([F:30])([F:31])[F:32])[N:18]=2)[CH:6]=[CH:7][C:8]=1[N:9]1[CH:13]=[C:12]([O:14][CH3:15])[N:11]=[CH:10]1. The catalyst class is: 21. (4) Reactant: [NH:1]1[CH2:6][CH2:5][CH2:4][CH2:3][CH2:2]1.[C:7]1([NH:13][C:14]2[N:19]=[C:18]([NH2:20])[N:17]=[C:16]([C:21]3[N:25]=[C:24](C(Cl)(Cl)Cl)[O:23][N:22]=3)[N:15]=2)[CH:12]=[CH:11][CH:10]=[CH:9][CH:8]=1. Product: [C:7]1([NH:13][C:14]2[N:19]=[C:18]([NH2:20])[N:17]=[C:16]([C:21]3[N:25]=[C:24]([N:1]4[CH2:6][CH2:5][CH2:4][CH2:3][CH2:2]4)[O:23][N:22]=3)[N:15]=2)[CH:8]=[CH:9][CH:10]=[CH:11][CH:12]=1. The catalyst class is: 12. (5) The catalyst class is: 81. Reactant: [C:1]([OH:6])(=[O:5])[C:2]([CH3:4])=[CH2:3].C(OC(=O)C)(=[O:9])C.P(=O)(O)(O)O.[CH3:19][C:20]1([CH3:29])N([O])[C:20]([CH3:29])([CH3:21])[CH2:19]C[CH2:21]1. Product: [C:1]([O:6][C:21](=[O:9])[C:20]([CH3:29])=[CH2:19])(=[O:5])[C:2]([CH3:4])=[CH2:3].